Dataset: Peptide-MHC class I binding affinity with 185,985 pairs from IEDB/IMGT. Task: Regression. Given a peptide amino acid sequence and an MHC pseudo amino acid sequence, predict their binding affinity value. This is MHC class I binding data. The peptide sequence is YSLAGSSPF. The MHC is HLA-A02:01 with pseudo-sequence HLA-A02:01. The binding affinity (normalized) is 0.286.